Predict the reactants needed to synthesize the given product. From a dataset of Full USPTO retrosynthesis dataset with 1.9M reactions from patents (1976-2016). (1) Given the product [C:1]([O-:4])([O-:3])=[O:2].[C:1]([O-:4])([O-:3])=[O:2].[OH:7][OH:8].[OH:7][OH:8].[OH:7][OH:8].[Na+:5].[Na+:5].[Na+:5].[Na+:5].[C:1](=[O:2])([O-:4])[O-:3].[Na+:5].[Na+:5], predict the reactants needed to synthesize it. The reactants are: [C:1](=[O:4])([O-:3])[O-:2].[Na+:5].[Na+].[OH:7][OH:8]. (2) Given the product [Br:3][C:4]1[CH:5]=[CH:6][C:7]2[C:15]3[C:14](=[O:16])[CH2:13][CH2:12][CH2:11][C:10]=3[N:9]([CH3:18])[C:8]=2[N:17]=1, predict the reactants needed to synthesize it. The reactants are: CI.[Br:3][C:4]1[CH:5]=[CH:6][C:7]2[C:15]3[C:14](=[O:16])[CH2:13][CH2:12][CH2:11][C:10]=3[NH:9][C:8]=2[N:17]=1.[C:18]([O-])([O-])=O.[Cs+].[Cs+]. (3) Given the product [C:6]([Si:10]([O:11][C:12]1[CH:17]=[CH:16][C:15]([C:18]([CH3:1])=[CH2:19])=[CH:14][CH:13]=1)([CH3:22])[CH3:21])([CH3:9])([CH3:8])[CH3:7], predict the reactants needed to synthesize it. The reactants are: [CH2:1]([Li])CCC.[C:6]([Si:10]([CH3:22])([CH3:21])[O:11][C:12]1[CH:17]=[CH:16][C:15]([C:18](=O)[CH3:19])=[CH:14][CH:13]=1)([CH3:9])([CH3:8])[CH3:7]. (4) Given the product [OH:1][CH2:2][CH2:18][CH:17]1[O:13][C:14](=[O:21])[CH2:15][C:16]1([CH3:19])[CH3:20], predict the reactants needed to synthesize it. The reactants are: [OH:1][CH2:2]CC1OC(=O)C(C)(C)C1.C[O:13][C:14](=[O:21])[CH2:15][C:16]([CH3:20])([CH3:19])[CH:17]=[CH2:18].CC(C)(CC=C)C(OC)=O. (5) Given the product [CH3:1][O:2][C:3](=[O:16])[C:4]1[CH:9]=[C:8]([Cl:10])[CH:7]=[CH:6][C:5]=1[O:11][CH2:12][CH2:13][CH2:14][O:15][S:25]([CH3:24])(=[O:27])=[O:26], predict the reactants needed to synthesize it. The reactants are: [CH3:1][O:2][C:3](=[O:16])[C:4]1[CH:9]=[C:8]([Cl:10])[CH:7]=[CH:6][C:5]=1[O:11][CH2:12][CH2:13][CH2:14][OH:15].C(N(CC)CC)C.[CH3:24][S:25](Cl)(=[O:27])=[O:26].